This data is from Catalyst prediction with 721,799 reactions and 888 catalyst types from USPTO. The task is: Predict which catalyst facilitates the given reaction. (1) Reactant: [O:1]1[CH2:6][CH2:5][N:4]([C:7]2[CH:12]=[CH:11][C:10](B(O)O)=[CH:9][CH:8]=2)[CH2:3][CH2:2]1.Br[C:17]1[CH:22]=[CH:21][C:20]([NH:23][C:24]([C@@H:26]2[CH:31]3[CH2:32][CH2:33][N:28]([CH2:29][CH2:30]3)[CH2:27]2)=[O:25])=[CH:19][CH:18]=1.[OH-].[Na+]. Product: [N:4]1([C:7]2[CH:12]=[CH:11][C:10]([C:17]3[CH:22]=[CH:21][C:20]([NH:23][C:24]([C@@H:26]4[CH:31]5[CH2:32][CH2:33][N:28]([CH2:29][CH2:30]5)[CH2:27]4)=[O:25])=[CH:19][CH:18]=3)=[CH:9][CH:8]=2)[CH2:5][CH2:6][O:1][CH2:2][CH2:3]1. The catalyst class is: 431. (2) Reactant: C[O:2][C:3]([C:5]1[CH:6]=[C:7]2[C:11](=[CH:12][CH:13]=1)[N:10]([CH2:14][C:15]1[CH:16]=[C:17]([Cl:28])[CH:18]=[C:19]3[C:23]=1[N:22]([CH2:24][CH:25]([CH3:27])[CH3:26])[N:21]=[CH:20]3)[C:9](=[O:29])[CH2:8]2)=[O:4].[OH-].[Li+].O.CO. Product: [Cl:28][C:17]1[CH:18]=[C:19]2[C:23](=[C:15]([CH2:14][N:10]3[C:11]4[C:7](=[CH:6][C:5]([C:3]([OH:4])=[O:2])=[CH:13][CH:12]=4)[CH2:8][C:9]3=[O:29])[CH:16]=1)[N:22]([CH2:24][CH:25]([CH3:27])[CH3:26])[N:21]=[CH:20]2. The catalyst class is: 7. (3) Product: [CH3:1][O:2][C:3]1[CH:11]=[C:7]2[C:6]([C:12]([C:13]3[CH:18]=[CH:17][C:16]([O:19][CH3:20])=[CH:15][CH:14]=3)=[N:23][NH:24][C:8]2=[O:9])=[CH:5][CH:4]=1. The catalyst class is: 8. Reactant: [CH3:1][O:2][C:3]1[CH:4]=[CH:5][C:6]([C:12](=O)[C:13]2[CH:18]=[CH:17][C:16]([O:19][CH3:20])=[CH:15][CH:14]=2)=[C:7]([CH:11]=1)[C:8](O)=[O:9].O.[NH2:23][NH2:24].